This data is from Reaction yield outcomes from USPTO patents with 853,638 reactions. The task is: Predict the reaction yield, written as a fraction of the theoretical maximum amount of product (1.0 means a 100% yield; for example, 0.34 means a 34% yield). (1) The reactants are [C:1]1([CH:7]([C:32]2[CH:37]=[CH:36][CH:35]=[CH:34][CH:33]=2)[N:8]2[C:16]3[C:11](=[CH:12][CH:13]=[CH:14][CH:15]=3)[C:10]([CH2:29]O)([C:17]3[CH:22]=[CH:21][C:20]([O:23][C:24]([F:27])([F:26])[F:25])=[CH:19][C:18]=3[OH:28])[C:9]2=[O:31])[CH:6]=[CH:5][CH:4]=[CH:3][CH:2]=1.C1(P(C2C=CC=CC=2)C2C=CC=CC=2)C=CC=CC=1.N(C(OCC)=O)=NC(OCC)=O. The catalyst is C1COCC1. The product is [C:32]1([CH:7]([C:1]2[CH:2]=[CH:3][CH:4]=[CH:5][CH:6]=2)[N:8]2[C:16]3[C:11](=[CH:12][CH:13]=[CH:14][CH:15]=3)[C:10]3([C:17]4[CH:22]=[CH:21][C:20]([O:23][C:24]([F:26])([F:25])[F:27])=[CH:19][C:18]=4[O:28][CH2:29]3)[C:9]2=[O:31])[CH:37]=[CH:36][CH:35]=[CH:34][CH:33]=1. The yield is 0.710. (2) The reactants are [F:1][C:2]1[CH:7]=[CH:6][C:5]([C:8]2[S:12][C:11]([CH3:13])=[N:10][C:9]=2[C:14]([N:16]2[CH2:21][CH2:20][CH2:19][CH2:18][CH:17]2[CH2:22][C:23](O)=O)=[O:15])=[CH:4][CH:3]=1.[C:26]1([NH2:33])[C:27]([NH2:32])=[CH:28][CH:29]=[CH:30][CH:31]=1.C([O-])([O-])=O.[K+].[K+]. No catalyst specified. The product is [NH:32]1[C:27]2[CH:28]=[CH:29][CH:30]=[CH:31][C:26]=2[N:33]=[C:23]1[CH2:22][CH:17]1[CH2:18][CH2:19][CH2:20][CH2:21][N:16]1[C:14]([C:9]1[N:10]=[C:11]([CH3:13])[S:12][C:8]=1[C:5]1[CH:6]=[CH:7][C:2]([F:1])=[CH:3][CH:4]=1)=[O:15]. The yield is 0.520. (3) The reactants are [CH3:1][C:2]([O:5][C:6]([NH:8][C@H:9]([C:21]([O:23][CH2:24][C:25]1[CH:30]=[CH:29][CH:28]=[CH:27][CH:26]=1)=[O:22])[CH2:10][C:11]([O:13]N1C(=O)CCC1=O)=O)=[O:7])([CH3:4])[CH3:3].[NH2:31][CH2:32][C@@H:33]([C@H:35]([C@@H:37]([C@@H:39]([CH2:41][OH:42])[OH:40])[OH:38])[OH:36])[OH:34].C(N(CC)CC)C. The catalyst is O1CCCC1.O. The product is [C:2]([O:5][C:6]([NH:8][CH:9]([CH2:10][C:11](=[O:13])[NH:31][CH2:32][CH:33]([OH:34])[CH:35]([OH:36])[CH:37]([OH:38])[CH:39]([OH:40])[CH2:41][OH:42])[C:21]([O:23][CH2:24][C:25]1[CH:26]=[CH:27][CH:28]=[CH:29][CH:30]=1)=[O:22])=[O:7])([CH3:1])([CH3:3])[CH3:4]. The yield is 0.170.